Dataset: Catalyst prediction with 721,799 reactions and 888 catalyst types from USPTO. Task: Predict which catalyst facilitates the given reaction. (1) Reactant: [C:1]([O:5][C:6]([N:8]1[CH2:13][CH2:12][CH:11](OS(C)(=O)=O)[CH2:10][CH2:9]1)=[O:7])([CH3:4])([CH3:3])[CH3:2].[C:19]([C:23]1[CH:28]=[C:27]([SH:29])[CH:26]=[C:25]([C:30]([CH3:33])([CH3:32])[CH3:31])[C:24]=1[OH:34])([CH3:22])([CH3:21])[CH3:20].[H-].[Na+]. Product: [C:1]([O:5][C:6]([N:8]1[CH2:9][CH2:10][CH:11]([S:29][C:27]2[CH:26]=[C:25]([C:30]([CH3:31])([CH3:32])[CH3:33])[C:24]([OH:34])=[C:23]([C:19]([CH3:22])([CH3:21])[CH3:20])[CH:28]=2)[CH2:12][CH2:13]1)=[O:7])([CH3:2])([CH3:3])[CH3:4]. The catalyst class is: 39. (2) Reactant: C([BH3-])#N.[Na+].Cl.[F:6][C:7]1[CH:12]=[CH:11][C:10]([S:13]([CH2:16][CH:17]2[CH2:20][NH:19][CH2:18]2)(=[O:15])=[O:14])=[CH:9][CH:8]=1.[F:21][C:22]1[CH:32]=[CH:31][C:25]2[C:26]([CH:29]=O)=[CH:27][S:28][C:24]=2[CH:23]=1. Product: [F:21][C:22]1[CH:32]=[CH:31][C:25]2[C:26]([CH2:29][N:19]3[CH2:20][CH:17]([CH2:16][S:13]([C:10]4[CH:11]=[CH:12][C:7]([F:6])=[CH:8][CH:9]=4)(=[O:15])=[O:14])[CH2:18]3)=[CH:27][S:28][C:24]=2[CH:23]=1. The catalyst class is: 130. (3) Reactant: [C:1]([O:5][C:6]([N:8]1[CH2:13][CH2:12][N:11]([C:14]2[CH:19]=[CH:18][CH:17]=[CH:16][C:15]=2[C:20]([OH:22])=O)[CH2:10][CH2:9]1)=[O:7])([CH3:4])([CH3:3])[CH3:2].C(Cl)CCl.C1C=CC2N(O)N=NC=2C=1.[CH3:37][N:38]1[CH2:43][CH2:42][C:41]2[N:44]=[C:45]([NH2:47])[S:46][C:40]=2[CH2:39]1.C(N(CC)C(C)C)(C)C. Product: [C:1]([O:5][C:6]([N:8]1[CH2:9][CH2:10][N:11]([C:14]2[CH:19]=[CH:18][CH:17]=[CH:16][C:15]=2[C:20](=[O:22])[NH:47][C:45]2[S:46][C:40]3[CH2:39][N:38]([CH3:37])[CH2:43][CH2:42][C:41]=3[N:44]=2)[CH2:12][CH2:13]1)=[O:7])([CH3:2])([CH3:3])[CH3:4]. The catalyst class is: 59. (4) Reactant: Cl.Cl.[NH2:3][CH:4]([CH2:19][CH:20]1[CH2:25][CH2:24][CH2:23][CH2:22][CH2:21]1)[C:5]([NH:7][C:8]1([C:17]#[N:18])[CH2:13][CH2:12][N:11]([CH2:14]CC)[CH2:10][CH2:9]1)=[O:6].[CH2:26]([N:28](CC)[CH2:29][CH3:30])[CH3:27].C(N(CC)[C:36]([S:38][C:39]#[N:40])=[O:37])C. Product: [C:17]([C:8]1([NH:7][C:5](=[O:6])[CH:4]([NH:3][C:39]([NH:40][N:28]([CH2:29][CH3:30])[CH2:26][CH3:27])=[S:38]=[C:36]=[O:37])[CH2:19][CH:20]2[CH2:25][CH2:24][CH2:23][CH2:22][CH2:21]2)[CH2:13][CH2:12][N:11]([CH3:14])[CH2:10][CH2:9]1)#[N:18]. The catalyst class is: 10. (5) Reactant: [CH2:1]([O:8][CH2:9][CH2:10][N:11]1[C:19]2[CH:18]=[CH:17][CH:16]=[C:15]([C:20](OC)=[O:21])[C:14]=2[CH:13]=[CH:12]1)[C:2]1[CH:7]=[CH:6][CH:5]=[CH:4][CH:3]=1.[H-].[Al+3].[Li+].[H-].[H-].[H-].O. Product: [CH2:1]([O:8][CH2:9][CH2:10][N:11]1[C:19]2[CH:18]=[CH:17][CH:16]=[C:15]([CH:20]=[O:21])[C:14]=2[CH:13]=[CH:12]1)[C:2]1[CH:7]=[CH:6][CH:5]=[CH:4][CH:3]=1. The catalyst class is: 27. (6) Reactant: [CH2:1]([N:3]1[C:7]([CH2:8][C:9]([NH2:11])=O)=[CH:6][C:5]([CH3:12])=[N:4]1)[CH3:2].N1C=CC=CC=1. Product: [CH2:1]([N:3]1[C:7]([CH2:8][C:9]#[N:11])=[CH:6][C:5]([CH3:12])=[N:4]1)[CH3:2]. The catalyst class is: 12. (7) Reactant: [CH3:1][O:2][C:3]([C:5]1[CH:18]=[CH:17][C:8]2[CH2:9][N:10]3[CH:16]=[CH:15][CH:14]=[C:11]3[CH2:12][NH:13][C:7]=2[CH:6]=1)=[O:4].[F:19][C:20]([F:38])([F:37])[C:21]1[CH:26]=[CH:25][CH:24]=[CH:23][C:22]=1[C:27]1[CH:35]=[CH:34][C:30]([C:31](Cl)=[O:32])=[CH:29][C:28]=1[CH3:36].C(N(CC)CC)C. Product: [CH3:36][C:28]1[CH:29]=[C:30]([C:31]([N:13]2[C:7]3[CH:6]=[C:5]([C:3]([O:2][CH3:1])=[O:4])[CH:18]=[CH:17][C:8]=3[CH2:9][N:10]3[CH:16]=[CH:15][CH:14]=[C:11]3[CH2:12]2)=[O:32])[CH:34]=[CH:35][C:27]=1[C:22]1[CH:23]=[CH:24][CH:25]=[CH:26][C:21]=1[C:20]([F:19])([F:37])[F:38]. The catalyst class is: 26.